Dataset: Reaction yield outcomes from USPTO patents with 853,638 reactions. Task: Predict the reaction yield, written as a fraction of the theoretical maximum amount of product (1.0 means a 100% yield; for example, 0.34 means a 34% yield). (1) The product is [CH3:20][O:21][C:22]1[CH:28]=[CH:27][C:25]([NH:26][C:5](=[NH:6])[CH2:4][C:3](=[O:2])[C:14]2[CH:15]=[CH:16][CH:17]=[CH:18][CH:19]=2)=[C:24]([CH3:29])[CH:23]=1. The catalyst is C(O)(=O)C. The reactants are Cl.[O:2]=[C:3]([C:14]1[CH:19]=[CH:18][CH:17]=[CH:16][CH:15]=1)[CH2:4][C:5](SC1C=CC=CC=1)=[NH:6].[CH3:20][O:21][C:22]1[CH:28]=[CH:27][C:25]([NH2:26])=[C:24]([CH3:29])[CH:23]=1. The yield is 0.780. (2) The reactants are [CH:1]([C:3]1[CH:27]=[C:6]2[CH2:7][N:8]([C:12]([O:14][CH2:15][C:16]3[CH:21]=[C:20]([C:22]([F:25])([F:24])[F:23])[CH:19]=[C:18]([Cl:26])[CH:17]=3)=[O:13])[CH2:9][CH2:10][CH2:11][N:5]2[N:4]=1)=[O:2].[CH3:28][Mg+].[Br-]. The catalyst is C1COCC1. The product is [OH:2][CH:1]([C:3]1[CH:27]=[C:6]2[CH2:7][N:8]([C:12]([O:14][CH2:15][C:16]3[CH:21]=[C:20]([C:22]([F:24])([F:23])[F:25])[CH:19]=[C:18]([Cl:26])[CH:17]=3)=[O:13])[CH2:9][CH2:10][CH2:11][N:5]2[N:4]=1)[CH3:28]. The yield is 0.700. (3) The reactants are C([O:3][C:4](=[O:36])[CH2:5][CH:6]1[S:10][C:9]([C:11]2[NH:12][C:13]3[C:18]([CH:19]=2)=[CH:17][C:16]([O:20][CH2:21][CH2:22][O:23][CH3:24])=[CH:15][C:14]=3[N:25]([CH3:35])[S:26]([C:29]2[CH:34]=[CH:33][CH:32]=[CH:31][N:30]=2)(=[O:28])=[O:27])=[N:8][CH2:7]1)C.[OH-].[Na+].O1CCCC1.Cl. The catalyst is C(O)C. The product is [CH3:24][O:23][CH2:22][CH2:21][O:20][C:16]1[CH:17]=[C:18]2[C:13](=[C:14]([N:25]([CH3:35])[S:26]([C:29]3[CH:34]=[CH:33][CH:32]=[CH:31][N:30]=3)(=[O:28])=[O:27])[CH:15]=1)[NH:12][C:11]([C:9]1[S:10][CH:6]([CH2:5][C:4]([OH:36])=[O:3])[CH2:7][N:8]=1)=[CH:19]2. The yield is 0.880. (4) The reactants are [C:1]([O:5][C:6](=[O:13])[NH:7][C@H:8]1[CH2:11][C@@H:10]([NH2:12])[CH2:9]1)([CH3:4])([CH3:3])[CH3:2].Cl[C:15]1[S:16][C:17]2[CH:23]=[CH:22][CH:21]=[CH:20][C:18]=2[N:19]=1.C(N(CC)C(C)C)(C)C. The catalyst is CS(C)=O.O. The product is [C:1]([O:5][C:6](=[O:13])[NH:7][C@H:8]1[CH2:11][C@@H:10]([NH:12][C:15]2[S:16][C:17]3[CH:23]=[CH:22][CH:21]=[CH:20][C:18]=3[N:19]=2)[CH2:9]1)([CH3:4])([CH3:2])[CH3:3]. The yield is 0.694. (5) The product is [CH:22]1([CH2:21][C@:10]([OH:9])([CH3:24])[C:11]([O:13][CH2:14][C:15]2[CH:20]=[CH:19][CH:18]=[CH:17][CH:16]=2)=[O:12])[CH2:4][CH2:23]1. The yield is 0.870. The catalyst is C1(C)C=CC=CC=1. The reactants are ClCI.[CH2:4]([Zn]CC)C.[OH:9][C@:10]([CH3:24])([CH2:21][CH:22]=[CH2:23])[C:11]([O:13][CH2:14][C:15]1[CH:20]=[CH:19][CH:18]=[CH:17][CH:16]=1)=[O:12]. (6) The reactants are [C:1]([O:5][C:6](=[O:13])[N:7]([CH2:9][CH2:10][O:11][NH2:12])[CH3:8])([CH3:4])([CH3:3])[CH3:2].C(N(C(C)C)CC)(C)C.FC1C([O:30][C:31](=O)[C:32]2[CH:37]=[CH:36][C:35]([F:38])=[C:34]([F:39])[C:33]=2[NH:40][C:41]2[CH:46]=[CH:45][C:44]([I:47])=[CH:43][C:42]=2[CH3:48])=C(F)C(F)=C(F)C=1F. The catalyst is CN(C)C=O. The product is [C:1]([O:5][C:6](=[O:13])[N:7]([CH2:9][CH2:10][O:11][NH:12][C:31]([C:32]1[CH:37]=[CH:36][C:35]([F:38])=[C:34]([F:39])[C:33]=1[NH:40][C:41]1[CH:46]=[CH:45][C:44]([I:47])=[CH:43][C:42]=1[CH3:48])=[O:30])[CH3:8])([CH3:4])([CH3:2])[CH3:3]. The yield is 0.620. (7) The reactants are [C:1]([C@H:5]1[CH2:10][CH2:9][C@H:8]([O:11][C:12]2[CH:13]=[C:14]3[C:19](=[CH:20][CH:21]=2)[CH:18]=[C:17]([CH:22]=O)[CH:16]=[CH:15]3)[CH2:7][CH2:6]1)([CH3:4])([CH3:3])[CH3:2].[NH2:24][CH:25]([CH3:32])[CH2:26][C:27]([O:29][CH2:30][CH3:31])=[O:28].C(O)(=O)C.[BH-](OC(C)=O)(OC(C)=O)OC(C)=O.[Na+].C([O-])(O)=O.[Na+]. The catalyst is ClC(Cl)C. The product is [C:1]([C@H:5]1[CH2:10][CH2:9][C@H:8]([O:11][C:12]2[CH:13]=[C:14]3[C:19](=[CH:20][CH:21]=2)[CH:18]=[C:17]([CH2:22][NH:24][CH:25]([CH3:32])[CH2:26][C:27]([O:29][CH2:30][CH3:31])=[O:28])[CH:16]=[CH:15]3)[CH2:7][CH2:6]1)([CH3:4])([CH3:3])[CH3:2]. The yield is 0.880.